This data is from Forward reaction prediction with 1.9M reactions from USPTO patents (1976-2016). The task is: Predict the product of the given reaction. (1) Given the reactants F[C:2]1[CH:9]=[C:8]([C:10]([F:13])([F:12])[F:11])[CH:7]=[CH:6][C:3]=1[CH:4]=[O:5].[NH:14]1[CH2:19][CH2:18][O:17][CH2:16][CH2:15]1.C(=O)([O-])[O-].[K+].[K+].CS(C)=O, predict the reaction product. The product is: [N:14]1([C:2]2[CH:9]=[C:8]([C:10]([F:13])([F:12])[F:11])[CH:7]=[CH:6][C:3]=2[CH:4]=[O:5])[CH2:19][CH2:18][O:17][CH2:16][CH2:15]1. (2) Given the reactants [Br:1][C:2]1[CH:3]=[N:4][N:5]2[CH:10]=[CH:9][C:8]([N:11]3[CH2:15][CH2:14][C@H:13]([NH:16][C:17](=O)OC(C)(C)C)[CH2:12]3)=[N:7][C:6]=12.IC.[H-].[Na+], predict the reaction product. The product is: [Br:1][C:2]1[CH:3]=[N:4][N:5]2[CH:10]=[CH:9][C:8]([N:11]3[CH2:15][CH2:14][C@H:13]([NH:16][CH3:17])[CH2:12]3)=[N:7][C:6]=12. (3) Given the reactants [C:1]([CH:4]1[O:9][CH2:8][CH2:7][N:6]([C:10]([O:12][CH2:13][C:14]2[CH:19]=[CH:18][CH:17]=[CH:16][CH:15]=2)=[O:11])[CH2:5]1)(=O)[CH3:2].C([O-])(C)=O.[NH4+].[BH3-]C#[N:27].[Na+].O, predict the reaction product. The product is: [NH2:27][CH:1]([CH:4]1[O:9][CH2:8][CH2:7][N:6]([C:10]([O:12][CH2:13][C:14]2[CH:19]=[CH:18][CH:17]=[CH:16][CH:15]=2)=[O:11])[CH2:5]1)[CH3:2]. (4) Given the reactants Br[C:2]1[CH:3]=[N:4][C:5]([C:8]([NH:10][CH3:11])=[O:9])=[N:6][CH:7]=1.[CH2:12]([O:19][C:20](=[O:23])[CH:21]=[CH2:22])[C:13]1[CH:18]=[CH:17][CH:16]=[CH:15][CH:14]=1.C1(C)C=CC=CC=1P(C1C=CC=CC=1C)C1C=CC=CC=1C.C(N(CCCC)CCCC)CCC, predict the reaction product. The product is: [CH2:12]([O:19][C:20](=[O:23])[CH:21]=[CH:22][C:2]1[CH:3]=[N:4][C:5]([C:8](=[O:9])[NH:10][CH3:11])=[N:6][CH:7]=1)[C:13]1[CH:18]=[CH:17][CH:16]=[CH:15][CH:14]=1. (5) Given the reactants Cl[C:2]1[N:10]=[C:9]([N:11]2[C:15]3[CH:16]=[C:17]([C:20]#[N:21])[CH:18]=[CH:19][C:14]=3[N:13]=[CH:12]2)[N:8]=[C:7]2[C:3]=1[NH:4][C:5](=[O:30])[N:6]2[C@H:22]1[CH2:27][CH2:26][C@H:25]([O:28]C)[CH2:24][CH2:23]1.ClCl.[F:33][C:34]1([F:38])[CH2:37][NH:36][CH2:35]1, predict the reaction product. The product is: [F:33][C:34]1([F:38])[CH2:37][N:36]([C:2]2[N:10]=[C:9]([N:11]3[C:15]4[CH:16]=[C:17]([C:20]#[N:21])[CH:18]=[CH:19][C:14]=4[N:13]=[CH:12]3)[N:8]=[C:7]3[C:3]=2[NH:4][C:5](=[O:30])[N:6]3[C@H:22]2[CH2:27][CH2:26][C@H:25]([OH:28])[CH2:24][CH2:23]2)[CH2:35]1.